Dataset: Full USPTO retrosynthesis dataset with 1.9M reactions from patents (1976-2016). Task: Predict the reactants needed to synthesize the given product. (1) Given the product [Cl:1][C:2]1[C:3]([C:4]([OH:6])=[O:5])=[CH:7][CH:8]=[C:9]2[C:10]=1[NH:11][CH:15]=[CH:14]2, predict the reactants needed to synthesize it. The reactants are: [Cl:1][C:2]1[C:10]([N+:11]([O-])=O)=[CH:9][CH:8]=[CH:7][C:3]=1[C:4]([OH:6])=[O:5].[CH:14]([Mg]Br)=[CH2:15].[Cl-].[NH4+].Cl. (2) Given the product [C:27]([C:29]1[CH:35]=[CH:34][C:32]([NH:33][C:22]([C:19]2[N:20]=[CH:21][C:16]3[N:17]([C:13]([C:10]4[CH:11]=[CH:12][C:7]([C:6]([F:26])([F:25])[F:5])=[CH:8][CH:9]=4)=[CH:14][N:15]=3)[CH:18]=2)=[O:23])=[CH:31][CH:30]=1)#[N:28], predict the reactants needed to synthesize it. The reactants are: C(Cl)CCl.[F:5][C:6]([F:26])([F:25])[C:7]1[CH:12]=[CH:11][C:10]([C:13]2[N:17]3[CH:18]=[C:19]([C:22](O)=[O:23])[N:20]=[CH:21][C:16]3=[N:15][CH:14]=2)=[CH:9][CH:8]=1.[C:27]([C:29]1[CH:35]=[CH:34][C:32]([NH2:33])=[CH:31][CH:30]=1)#[N:28].C(N(C(C)C)CC)(C)C.C1C=CC2N(O)N=NC=2C=1. (3) Given the product [F:19][C:18]([F:20])([F:21])[C:15]1[N:13]2[N:14]=[C:9]([N:2]3[CH2:3][CH:4]4[CH2:8][N:7]([CH2:27][C:26]5[CH:29]=[CH:30][CH:31]=[C:24]([C:23]([F:22])([F:32])[F:33])[CH:25]=5)[CH2:6][CH:5]4[CH2:1]3)[CH:10]=[CH:11][C:12]2=[N:17][N:16]=1, predict the reactants needed to synthesize it. The reactants are: [CH2:1]1[CH:5]2[CH2:6][NH:7][CH2:8][CH:4]2[CH2:3][N:2]1[C:9]1[CH:10]=[CH:11][C:12]2[N:13]([C:15]([C:18]([F:21])([F:20])[F:19])=[N:16][N:17]=2)[N:14]=1.[F:22][C:23]([F:33])([F:32])[C:24]1[CH:25]=[C:26]([CH:29]=[CH:30][CH:31]=1)[CH:27]=O. (4) Given the product [S:1]([CH2:5][CH2:6][OH:7])([OH:4])(=[O:3])=[O:2].[S:14](=[O:15])(=[O:2])([OH:16])[OH:17], predict the reactants needed to synthesize it. The reactants are: [S:1]([CH2:5][CH2:6][OH:7])([O-:4])(=[O:3])=[O:2].[S:14](CC[S:14]([OH:17])(=[O:16])=[O:15])([OH:17])(=[O:16])=[O:15]. (5) Given the product [CH2:92]([O:91][C:89]([NH:88][C@@H:78]([CH2:77][C:65]1[CH:64]=[C:63]([C:51]2[CH:52]=[CH:53][C:54]([O:55][CH2:56][C:57]3[CH:62]=[CH:61][CH:60]=[CH:59][CH:58]=3)=[C:49]([CH2:48][C@@H:37]([C:38]([O:40][CH2:41][C:42]3[CH:43]=[CH:44][CH:45]=[CH:46][CH:47]=3)=[O:39])[NH:36][C:34](=[O:35])[C@@H:33]([NH:99][C:100]([O:102][C:103]([CH3:104])([CH3:106])[CH3:105])=[O:101])[CH2:32][C@@H:31]([OH:107])[CH2:30][NH:29][C:27]([O:26][CH2:19][C:20]3[CH:21]=[CH:22][CH:23]=[CH:24][CH:25]=3)=[O:28])[CH:50]=2)[CH:68]=[CH:67][C:66]=1[O:69][CH2:70][C:71]1[CH:72]=[CH:73][CH:74]=[CH:75][CH:76]=1)[C:79]([OH:81])=[O:80])=[O:90])[C:93]1[CH:98]=[CH:97][CH:96]=[CH:95][CH:94]=1, predict the reactants needed to synthesize it. The reactants are: [F-].C([N+](CCCC)(CCCC)CCCC)CCC.[CH2:19]([O:26][C:27]([NH:29][CH2:30][C@H:31]([O:107][Si](C(C)(C)C)(C)C)[CH2:32][C@H:33]([NH:99][C:100]([O:102][C:103]([CH3:106])([CH3:105])[CH3:104])=[O:101])[C:34]([NH:36][C@@H:37]([CH2:48][C:49]1[CH:50]=[C:51]([C:63]2[CH:68]=[CH:67][C:66]([O:69][CH2:70][C:71]3[CH:76]=[CH:75][CH:74]=[CH:73][CH:72]=3)=[C:65]([CH2:77][C@H:78]([NH:88][C:89]([O:91][CH2:92][C:93]3[CH:98]=[CH:97][CH:96]=[CH:95][CH:94]=3)=[O:90])[C:79]([O:81]CC[Si](C)(C)C)=[O:80])[CH:64]=2)[CH:52]=[CH:53][C:54]=1[O:55][CH2:56][C:57]1[CH:62]=[CH:61][CH:60]=[CH:59][CH:58]=1)[C:38]([O:40][CH2:41][C:42]1[CH:47]=[CH:46][CH:45]=[CH:44][CH:43]=1)=[O:39])=[O:35])=[O:28])[C:20]1[CH:25]=[CH:24][CH:23]=[CH:22][CH:21]=1.C(OCC)(=O)C.Cl. (6) Given the product [Cl:1][C:2]1[CH:3]=[CH:4][C:5]2[N:6]([CH:8]=[C:9]([C:11]([NH:23][CH:20]([CH3:22])[CH3:21])=[O:13])[N:10]=2)[N:7]=1, predict the reactants needed to synthesize it. The reactants are: [Cl:1][C:2]1[CH:3]=[CH:4][C:5]2[N:6]([CH:8]=[C:9]([C:11]([O:13]CC)=O)[N:10]=2)[N:7]=1.C[Al](C)C.[CH:20]([NH2:23])([CH3:22])[CH3:21]. (7) Given the product [CH3:1][C:2]1([CH3:26])[C:3]2[C:8](=[CH:7][C:6]([NH2:13])=[CH:5][CH:4]=2)[C:9](=[O:12])[CH2:10][CH2:11]1, predict the reactants needed to synthesize it. The reactants are: [CH3:1][C:2]1([CH3:26])[CH2:11][CH2:10][CH:9]([OH:12])[C:8]2[CH:7]=[C:6]([N:13]=NC3C=CC(C(OCC)=O)=CC=3)[CH:5]=[CH:4][C:3]1=2. (8) Given the product [CH2:1]([O:8][C:9]1[C:10]([N:22]([CH2:34][CH2:35][CH3:36])[C:23]2[CH:24]=[CH:25][C:26]([C:27]([O:29][CH2:30][CH3:31])=[O:28])=[CH:32][CH:33]=2)=[CH:11][C:12]2[C:13]([CH3:21])=[CH:14][CH2:15][C:16]([CH3:20])([CH3:19])[C:17]=2[CH:18]=1)[CH2:2][CH2:3][CH2:4][CH2:5][CH2:6][CH3:7], predict the reactants needed to synthesize it. The reactants are: [CH2:1]([O:8][C:9]1[C:10]([NH:22][C:23]2[CH:33]=[CH:32][C:26]([C:27]([O:29][CH2:30][CH3:31])=[O:28])=[CH:25][CH:24]=2)=[CH:11][C:12]2[C:13]([CH3:21])=[CH:14][CH2:15][C:16]([CH3:20])([CH3:19])[C:17]=2[CH:18]=1)[CH2:2][CH2:3][CH2:4][CH2:5][CH2:6][CH3:7].[CH:34](=O)[CH2:35][CH3:36]. (9) Given the product [CH2:1]([C:8]1[NH:9][C:10](=[O:18])[C:11]([C:16]#[N:17])=[C:12]([N:19]2[CH2:24][CH2:23][CH2:22][CH2:21][CH2:20]2)[N:13]=1)[C:2]1[CH:7]=[CH:6][CH:5]=[CH:4][CH:3]=1, predict the reactants needed to synthesize it. The reactants are: [CH2:1]([C:8]1[NH:9][C:10](=[O:18])[C:11]([C:16]#[N:17])=[C:12](SC)[N:13]=1)[C:2]1[CH:7]=[CH:6][CH:5]=[CH:4][CH:3]=1.[NH:19]1[CH2:24][CH2:23][CH2:22][CH2:21][CH2:20]1. (10) Given the product [C:60]([O:59][C:57]([N:53]1[CH2:54][C@H:55]([OH:56])[C@H:51]([NH:50][C:12]([C:11]2[CH:10]=[N:9][C:8]([C:4]3[CH:5]=[CH:6][CH:7]=[C:2]([F:1])[CH:3]=3)=[CH:16][CH:15]=2)=[O:14])[CH2:52]1)=[O:58])([CH3:63])([CH3:61])[CH3:62], predict the reactants needed to synthesize it. The reactants are: [F:1][C:2]1[CH:3]=[C:4]([C:8]2[CH:16]=[CH:15][C:11]([C:12]([OH:14])=O)=[CH:10][N:9]=2)[CH:5]=[CH:6][CH:7]=1.CN(C(ON1N=NC2C=CC=NC1=2)=[N+](C)C)C.F[P-](F)(F)(F)(F)F.CCN(C(C)C)C(C)C.[NH2:50][C@H:51]1[C@@H:55]([OH:56])[CH2:54][N:53]([C:57]([O:59][C:60]([CH3:63])([CH3:62])[CH3:61])=[O:58])[CH2:52]1.